Dataset: Full USPTO retrosynthesis dataset with 1.9M reactions from patents (1976-2016). Task: Predict the reactants needed to synthesize the given product. (1) The reactants are: S(=O)(=O)(O)O.OO.[CH3:8][N+:9]([CH3:12])(C)[CH3:10].[OH-].CC[CH2:16][CH2:17][N+:18](CCCC)(CCCC)[CH2:19][CH2:20]CC.[OH-]. Given the product [CH3:8][N:9]([C:12]1[CH:16]=[CH:17][N:18]=[CH:19][CH:20]=1)[CH3:10], predict the reactants needed to synthesize it. (2) Given the product [Br:35][C:31]1[CH:32]=[CH:33][CH:34]=[C:27]([N:11]2[CH2:10][CH2:9][C:8]3[C:13](=[CH:14][CH:15]=[C:6]([C:3]([CH3:4])([CH3:5])[CH2:2][O:1][CH2:44][CH2:43][OH:42])[CH:7]=3)[C:12]2=[O:16])[C:28]=1[CH:29]=[O:30], predict the reactants needed to synthesize it. The reactants are: [OH:1][CH2:2][C:3]([C:6]1[CH:7]=[C:8]2[C:13](=[CH:14][CH:15]=1)[C:12](=[O:16])[N:11](CC1C=CC(OC)=CC=1)[CH2:10][CH2:9]2)([CH3:5])[CH3:4].Br[C:27]1[CH:34]=[CH:33][CH:32]=[C:31]([Br:35])[C:28]=1[CH:29]=[O:30].C(=O)([O-])[O-].[Cs+].[Cs+].[O:42]1CCO[CH2:44][CH2:43]1. (3) Given the product [F:1][C:2]1([F:47])[CH2:3][CH2:4][CH:5]([C:8]2[C:17]3[CH:16]([OH:18])[CH2:15][C:14]([CH3:20])([CH3:19])[CH2:13][C:12]=3[N:11]=[C:10]([CH:21]3[CH2:26][CH2:25][N:24]([C:27]4[N:32]=[CH:31][C:30]([CH2:52][N:53]([CH2:49][CH2:48][OH:51])[CH3:54])=[CH:29][N:28]=4)[CH2:23][CH2:22]3)[C:9]=2[CH:35]([F:46])[C:36]2[CH:41]=[CH:40][C:39]([C:42]([F:45])([F:43])[F:44])=[CH:38][CH:37]=2)[CH2:6][CH2:7]1, predict the reactants needed to synthesize it. The reactants are: [F:1][C:2]1([F:47])[CH2:7][CH2:6][CH:5]([C:8]2[C:17]3[CH:16]([OH:18])[CH2:15][C:14]([CH3:20])([CH3:19])[CH2:13][C:12]=3[N:11]=[C:10]([CH:21]3[CH2:26][CH2:25][N:24]([C:27]4[N:32]=[CH:31][C:30](C=O)=[CH:29][N:28]=4)[CH2:23][CH2:22]3)[C:9]=2[CH:35]([F:46])[C:36]2[CH:41]=[CH:40][C:39]([C:42]([F:45])([F:44])[F:43])=[CH:38][CH:37]=2)[CH2:4][CH2:3]1.[C:48]([OH:51])(=O)[CH3:49].[CH3:52][NH:53][CH2:54]CO.C(O[BH-](OC(=O)C)OC(=O)C)(=O)C.[Na+].C(=O)([O-])O.[Na+]. (4) Given the product [I:2][C:10]1[CH:11]=[CH:12][C:13](/[CH:16]=[CH:17]/[CH2:18][OH:19])=[N:14][CH:15]=1, predict the reactants needed to synthesize it. The reactants are: [Na+].[I-:2].CNCCNC.Br[C:10]1[CH:11]=[CH:12][C:13](/[CH:16]=[CH:17]/[CH2:18][OH:19])=[N:14][CH:15]=1.O.